From a dataset of Full USPTO retrosynthesis dataset with 1.9M reactions from patents (1976-2016). Predict the reactants needed to synthesize the given product. (1) Given the product [F:46][C:43]1[CH:44]=[CH:45][C:40]2[N:41]([CH:42]=1)[C:11](=[O:13])[CH:10]=[C:9]([C:6]1[CH:7]=[CH:8][C:3]([O:2][CH3:1])=[C:4]([O:16][C:17]([F:20])([F:19])[F:18])[CH:5]=1)[N:39]=2, predict the reactants needed to synthesize it. The reactants are: [CH3:1][O:2][C:3]1[CH:8]=[CH:7][C:6]([C:9](=O)[CH2:10][C:11]([O:13]C)=O)=[CH:5][C:4]=1[O:16][C:17]([F:20])([F:19])[F:18].CC1C=CC(S(O)(=O)=O)=CC=1.COC(OC)OC.[NH2:39][C:40]1[CH:45]=[CH:44][C:43]([F:46])=[CH:42][N:41]=1. (2) Given the product [Cl:18][C:5]1[C:6]([NH:8][C:9]2[CH:16]=[CH:15][C:14]([F:17])=[CH:13][C:10]=2[C:11]#[N:12])=[CH:7][C:2]([NH:25][C:23]2[N:22]([CH:26]([CH3:28])[CH3:27])[N:21]=[C:20]([CH3:19])[CH:24]=2)=[N:3][CH:4]=1, predict the reactants needed to synthesize it. The reactants are: Cl[C:2]1[CH:7]=[C:6]([NH:8][C:9]2[CH:16]=[CH:15][C:14]([F:17])=[CH:13][C:10]=2[C:11]#[N:12])[C:5]([Cl:18])=[CH:4][N:3]=1.[CH3:19][C:20]1[CH:24]=[C:23]([NH2:25])[N:22]([CH:26]([CH3:28])[CH3:27])[N:21]=1.C(=O)([O-])[O-].[Cs+].[Cs+].C1C=CC(P(C2C(OC3C(P(C4C=CC=CC=4)C4C=CC=CC=4)=CC=CC=3)=CC=CC=2)C2C=CC=CC=2)=CC=1. (3) Given the product [CH3:32][C:27]1[CH:26]=[C:25]([B:14]2[O:15][C:16]([CH3:21])([CH3:22])[C:17]([CH3:19])([CH3:20])[O:18]2)[CH:31]=[CH:30][C:28]=1[NH2:29], predict the reactants needed to synthesize it. The reactants are: C([O-])(=O)C.[K+].[CH3:21][C:16]1([CH3:22])[C:17]([CH3:20])([CH3:19])[O:18][B:14]([B:14]2[O:18][C:17]([CH3:20])([CH3:19])[C:16]([CH3:22])([CH3:21])[O:15]2)[O:15]1.Br[C:25]1[CH:31]=[CH:30][C:28]([NH2:29])=[C:27]([CH3:32])[CH:26]=1. (4) Given the product [CH3:12][NH:13][S:14]([C:17]1[N:18]=[CH:19][N:20]2[CH:24]=[C:23]([Sn:29]([CH2:30][CH2:31][CH2:32][CH3:33])([CH2:34][CH2:35][CH2:36][CH3:37])[CH2:25][CH2:26][CH2:27][CH3:28])[S:22][C:21]=12)(=[O:15])=[O:16], predict the reactants needed to synthesize it. The reactants are: C([Li])CCC.CCCCCC.[CH3:12][NH:13][S:14]([C:17]1[N:18]=[CH:19][N:20]2[CH:24]=[CH:23][S:22][C:21]=12)(=[O:16])=[O:15].[CH2:25]([Sn:29](Cl)([CH2:34][CH2:35][CH2:36][CH3:37])[CH2:30][CH2:31][CH2:32][CH3:33])[CH2:26][CH2:27][CH3:28].[Cl-].[NH4+]. (5) Given the product [N+:9]([C:12]1[CH:20]=[CH:19][CH:18]=[CH:17][C:13]=1[C:14]([NH:5][C:4]1[CH:6]=[CH:7][CH:8]=[C:2]([Cl:1])[CH:3]=1)=[O:15])([O-:11])=[O:10], predict the reactants needed to synthesize it. The reactants are: [Cl:1][C:2]1[CH:3]=[C:4]([CH:6]=[CH:7][CH:8]=1)[NH2:5].[N+:9]([C:12]1[CH:20]=[CH:19][CH:18]=[CH:17][C:13]=1[C:14](Cl)=[O:15])([O-:11])=[O:10]. (6) Given the product [F:35][C:30]1[C:28]2[N:29]=[C:25]([NH:1][C:2]3[CH:3]=[CH:4][C:5]([C:8]4[CH:9]=[CH:10][C:11]([C:14]([C@@H:16]5[CH2:38][CH2:19][CH2:18][C@H:17]5[C:20]([OH:22])=[O:21])=[O:15])=[CH:12][CH:13]=4)=[CH:6][CH:7]=3)[S:26][C:27]=2[CH:33]=[C:32]([F:34])[CH:31]=1, predict the reactants needed to synthesize it. The reactants are: [NH2:1][C:2]1[CH:7]=[CH:6][C:5]([C:8]2[CH:13]=[CH:12][C:11]([C:14]([C@@H:16]3[CH2:19][CH2:18][C@H:17]3[C:20]([O:22]C)=[O:21])=[O:15])=[CH:10][CH:9]=2)=[CH:4][CH:3]=1.Cl[C:25]1[S:26][C:27]2[CH:33]=[C:32]([F:34])[CH:31]=[C:30]([F:35])[C:28]=2[N:29]=1.[OH-].[Na+].[CH2:38](O)CCC. (7) Given the product [C:41]([O:45][C:46]([N:48]([C:65]1[CH:70]=[CH:69][N:68]=[C:67]([C:10]2[CH:11]=[CH:12][CH:13]=[C:8]([CH2:7][CH2:6][C:5]([NH:4][CH:1]3[CH2:2][CH2:3]3)=[O:23])[CH:9]=2)[N:66]=1)[C:49]1[CH:50]=[C:51]2[C:55](=[CH:56][CH:57]=1)[N:54]([C:58]([O:60][C:61]([CH3:63])([CH3:64])[CH3:62])=[O:59])[N:53]=[CH:52]2)=[O:47])([CH3:42])([CH3:43])[CH3:44], predict the reactants needed to synthesize it. The reactants are: [CH:1]1([NH:4][C:5](=[O:23])[CH2:6][CH2:7][C:8]2[CH:13]=[CH:12][CH:11]=[C:10](B3OC(C)(C)C(C)(C)O3)[CH:9]=2)[CH2:3][CH2:2]1.CC(OC(OC(OC(C)(C)C)=O)=O)(C)C.[F-].[Cs+].[C:41]([O:45][C:46]([N:48]([C:65]1[CH:70]=[CH:69][N:68]=[C:67](Cl)[N:66]=1)[C:49]1[CH:50]=[C:51]2[C:55](=[CH:56][CH:57]=1)[N:54]([C:58]([O:60][C:61]([CH3:64])([CH3:63])[CH3:62])=[O:59])[N:53]=[CH:52]2)=[O:47])([CH3:44])([CH3:43])[CH3:42]. (8) Given the product [CH3:1][CH2:2][CH2:3][CH2:4][C:5]1[N:9]([CH2:10][C:11]2[CH:16]=[CH:15][C:14]([C:17]3[CH:18]=[CH:19][CH:20]=[CH:21][C:22]=3[C:23]3[N:27]=[N:26][NH:25][N:24]=3)=[CH:13][CH:12]=2)[C:8]([CH2:47][OH:48])=[C:7]([Cl:49])[N:6]=1, predict the reactants needed to synthesize it. The reactants are: [CH3:1][CH2:2][CH2:3][CH2:4][C:5]1[N:9]([CH2:10][C:11]2[CH:16]=[CH:15][C:14]([C:17]3[C:22]([C:23]4[N:27]=[N:26][N:25](C(C5C=CC=CC=5)(C5C=CC=CC=5)C5C=CC=CC=5)[N:24]=4)=[CH:21][CH:20]=[CH:19][CH:18]=3)=[CH:13][CH:12]=2)[C:8]([CH2:47][OH:48])=[C:7]([Cl:49])[N:6]=1.Cl. (9) Given the product [CH3:22][CH:21]([CH3:23])[CH2:20][C@H:19]([NH:24][C:25](=[O:31])[O:26][C:27]([CH3:30])([CH3:29])[CH3:28])[CH2:18][O:17][C:2]1[CH:3]=[CH:4][C:5]2[C:15]3[C:10](=[CH:11][N:12]=[C:13]([CH3:16])[CH:14]=3)[CH2:9][O:8][C:6]=2[CH:7]=1, predict the reactants needed to synthesize it. The reactants are: Cl[C:2]1[CH:3]=[CH:4][C:5]2[C:15]3[C:10](=[CH:11][N:12]=[C:13]([CH3:16])[CH:14]=3)[CH2:9][O:8][C:6]=2[CH:7]=1.[OH:17][CH2:18][C@@H:19]([NH:24][C:25](=[O:31])[O:26][C:27]([CH3:30])([CH3:29])[CH3:28])[CH2:20][CH:21]([CH3:23])[CH3:22].C([O-])([O-])=O.[Cs+].[Cs+].C(P(C(C)(C)C)C1C=CC=CC=1C1C(C(C)C)=CC(C(C)C)=CC=1C(C)C)(C)(C)C.